Dataset: Forward reaction prediction with 1.9M reactions from USPTO patents (1976-2016). Task: Predict the product of the given reaction. (1) Given the reactants [CH3:16][C:11]1([CH3:17])[C:12]([CH3:15])([CH3:14])[O:13][B:9]([B:9]2[O:13][C:12]([CH3:15])([CH3:14])[C:11]([CH3:17])([CH3:16])[O:10]2)[O:10]1.Br[C:20]1[CH:21]=[C:22]([CH2:26][C:27]([NH:29][CH:30]2[CH2:32][CH2:31]2)=[O:28])[CH:23]=[CH:24][CH:25]=1.C([O-])(=O)C.[K+], predict the reaction product. The product is: [CH:30]1([NH:29][C:27](=[O:28])[CH2:26][C:22]2[CH:23]=[CH:24][CH:25]=[C:20]([B:9]3[O:10][C:11]([CH3:16])([CH3:17])[C:12]([CH3:14])([CH3:15])[O:13]3)[CH:21]=2)[CH2:31][CH2:32]1. (2) Given the reactants [C:1]([O:5][C:6]([N:8]1[CH2:15][C@H:14]2[N:16]([C:17]([O:19][C:20]([CH3:23])([CH3:22])[CH3:21])=[O:18])[C@H:10]([CH2:11][C:12]([C:27]3[CH:32]=[CH:31][C:30]([CH2:33][CH2:34][O:35][C:36]4[C:41]([Cl:42])=[CH:40][C:39]([CH3:43])=[CH:38][C:37]=4[Cl:44])=[CH:29][CH:28]=3)=[C:13]2[C:24](O)=[O:25])[CH2:9]1)=[O:7])([CH3:4])([CH3:3])[CH3:2].C(Cl)(=O)C(Cl)=O.[Cl:51][C:52]1[CH:62]=[CH:61][C:60]([CH2:63][CH2:64][CH2:65][O:66][CH3:67])=[CH:59][C:53]=1[CH2:54][NH:55][CH:56]1[CH2:58][CH2:57]1.CCN(CC)CC.CC[O-].[Na+], predict the reaction product. The product is: [C:1]([O:5][C:6]([N:8]1[CH2:15][C@H:14]2[N:16]([C:17]([O:19][C:20]([CH3:21])([CH3:23])[CH3:22])=[O:18])[C@H:10]([CH2:11][C:12]([C:27]3[CH:32]=[CH:31][C:30]([CH2:33][CH2:34][O:35][C:36]4[C:41]([Cl:42])=[CH:40][C:39]([CH3:43])=[CH:38][C:37]=4[Cl:44])=[CH:29][CH:28]=3)=[C:13]2[C:24](=[O:25])[N:55]([CH2:54][C:53]2[CH:59]=[C:60]([CH2:63][CH2:64][CH2:65][O:66][CH3:67])[CH:61]=[CH:62][C:52]=2[Cl:51])[CH:56]2[CH2:57][CH2:58]2)[CH2:9]1)=[O:7])([CH3:2])([CH3:3])[CH3:4]. (3) Given the reactants [I:1][C:2]1[CH:7]=[CH:6][C:5]([C:8](=O)[CH2:9][CH2:10][CH2:11][CH2:12][N:13]2[CH2:18][CH2:17][CH:16]([C:19]3[CH:20]=[C:21]([NH:25][C:26](=[O:30])[CH:27]([CH3:29])[CH3:28])[CH:22]=[CH:23][CH:24]=3)[CH2:15][CH2:14]2)=[CH:4][CH:3]=1.Cl.[CH3:33][C:34]1[CH:39]=[CH:38][C:37]([NH:40]N)=[CH:36][CH:35]=1, predict the reaction product. The product is: [I:1][C:2]1[CH:7]=[CH:6][C:5]([C:8]2[NH:40][C:37]3[C:38]([C:9]=2[CH2:10][CH2:11][CH2:12][N:13]2[CH2:18][CH2:17][CH:16]([C:19]4[CH:20]=[C:21]([NH:25][C:26](=[O:30])[CH:27]([CH3:29])[CH3:28])[CH:22]=[CH:23][CH:24]=4)[CH2:15][CH2:14]2)=[CH:39][C:34]([CH3:33])=[CH:35][CH:36]=3)=[CH:4][CH:3]=1. (4) Given the reactants [CH3:1][C:2]1([CH3:20])[O:6][CH:5]2[O:7][CH:8]([CH2:10][O:11]C(=O)C3C=CC=CC=3)[CH2:9][CH:4]2[O:3]1.C[O-].[Na+].Cl, predict the reaction product. The product is: [CH3:1][C:2]1([CH3:20])[O:6][CH:5]2[O:7][CH:8]([CH2:10][OH:11])[CH2:9][CH:4]2[O:3]1. (5) Given the reactants [NH2:1][CH2:2][CH:3]1[CH2:8][CH2:7][CH2:6][CH:5]([CH3:9])[N:4]1[C:10]([C:12]1[S:16][C:15]([CH3:17])=[N:14][C:13]=1[C:18]1[CH:23]=[CH:22][CH:21]=[CH:20][CH:19]=1)=[O:11].[N:24]1[C:33]2[C:28](=[CH:29][CH:30]=[CH:31][C:32]=2[C:34](O)=[O:35])[CH:27]=[CH:26][CH:25]=1, predict the reaction product. The product is: [CH3:9][CH:5]1[N:4]([C:10]([C:12]2[S:16][C:15]([CH3:17])=[N:14][C:13]=2[C:18]2[CH:23]=[CH:22][CH:21]=[CH:20][CH:19]=2)=[O:11])[CH:3]([CH2:2][NH:1][C:34]([C:32]2[CH:31]=[CH:30][CH:29]=[C:28]3[C:33]=2[N:24]=[CH:25][CH:26]=[CH:27]3)=[O:35])[CH2:8][CH2:7][CH2:6]1. (6) Given the reactants [CH3:1][C:2]1[CH:7]=[CH:6][C:5]([C:8]2[O:9][C:10]([CH3:13])=[N:11][N:12]=2)=[CH:4][C:3]=1[OH:14].C(=O)([O-])[O-].[K+].[K+].Br[CH2:22][C:23]1[C:31]2[C:26](=[N:27][CH:28]=[N:29][C:30]=2[Cl:32])[N:25]([CH3:33])[N:24]=1, predict the reaction product. The product is: [Cl:32][C:30]1[N:29]=[CH:28][N:27]=[C:26]2[N:25]([CH3:33])[N:24]=[C:23]([CH2:22][O:14][C:3]3[CH:4]=[C:5]([C:8]4[O:9][C:10]([CH3:13])=[N:11][N:12]=4)[CH:6]=[CH:7][C:2]=3[CH3:1])[C:31]=12.